Predict the reaction yield, written as a fraction of the theoretical maximum amount of product (1.0 means a 100% yield; for example, 0.34 means a 34% yield). From a dataset of Reaction yield outcomes from USPTO patents with 853,638 reactions. The reactants are Cl[C:2]1[N:7]=[C:6]([NH:8][C:9]2[CH:14]=[CH:13][C:12]3[O:15][CH2:16][CH2:17][O:18][C:11]=3[CH:10]=2)[C:5]([F:19])=[CH:4][N:3]=1.C(N(CC)C(C)C)(C)C.[CH2:29]([O:35][C:36]1[CH:42]=[CH:41][C:39]([NH2:40])=[CH:38][CH:37]=1)[CH2:30][CH2:31][CH2:32][CH2:33][CH3:34]. The catalyst is C(O)CO. The product is [CH2:17]1[CH2:16][O:15][C:12]2[CH:13]=[CH:14][C:9]([NH:8][C:6]3[C:5]([F:19])=[CH:4][N:3]=[C:2]([NH:40][C:39]4[CH:38]=[CH:37][C:36]([O:35][CH2:29][CH2:30][CH2:31][CH2:32][CH2:33][CH3:34])=[CH:42][CH:41]=4)[N:7]=3)=[CH:10][C:11]=2[O:18]1. The yield is 0.230.